Dataset: Ames mutagenicity test results for genotoxicity prediction. Task: Regression/Classification. Given a drug SMILES string, predict its toxicity properties. Task type varies by dataset: regression for continuous values (e.g., LD50, hERG inhibition percentage) or binary classification for toxic/non-toxic outcomes (e.g., AMES mutagenicity, cardiotoxicity, hepatotoxicity). Dataset: ames. The drug is [N-]=[N+]=NC[C@@H](N)C(=O)O. The result is 1 (mutagenic).